From a dataset of Forward reaction prediction with 1.9M reactions from USPTO patents (1976-2016). Predict the product of the given reaction. (1) Given the reactants [CH:1]1([N:6]2[CH2:12][C:11]([F:14])([F:13])[C:10](=[O:15])[N:9]([CH3:16])[C:8]3[CH:17]=[N:18][C:19]([NH:21][C:22]4[CH:30]=[CH:29][C:25]([C:26]([OH:28])=O)=[CH:24][C:23]=4[CH2:31][CH3:32])=[N:20][C:7]2=3)[CH2:5][CH2:4][CH2:3][CH2:2]1.CN(C(ON1N=NC2C=CC=NC1=2)=[N+](C)C)C.F[P-](F)(F)(F)(F)F.[CH3:57][N:58]1[CH2:63][CH2:62][CH:61]([NH2:64])[CH2:60][CH2:59]1, predict the reaction product. The product is: [CH:1]1([N:6]2[CH2:12][C:11]([F:13])([F:14])[C:10](=[O:15])[N:9]([CH3:16])[C:8]3[CH:17]=[N:18][C:19]([NH:21][C:22]4[CH:30]=[CH:29][C:25]([C:26]([NH:64][CH:61]5[CH2:62][CH2:63][N:58]([CH3:57])[CH2:59][CH2:60]5)=[O:28])=[CH:24][C:23]=4[CH2:31][CH3:32])=[N:20][C:7]2=3)[CH2:2][CH2:3][CH2:4][CH2:5]1. (2) Given the reactants [ClH:1].[CH:2]1([N:7]2[CH:15]=[N:14][C:13]3[C:8]2=[N:9][C:10]([NH:24][C@H:25]2[CH2:30][CH2:29][C@H:28]([OH:31])[CH2:27][CH2:26]2)=[N:11][C:12]=3[NH:16][CH2:17][C:18]2[CH:23]=[CH:22][CH:21]=[CH:20][CH:19]=2)[CH2:6][CH2:5][CH2:4][CH2:3]1.[Cr](O[Cr]([O-])(=O)=O)([O-])(=O)=O.[NH+]1C=CC=CC=1.[NH+]1C=CC=CC=1, predict the reaction product. The product is: [ClH:1].[ClH:1].[CH:2]1([N:7]2[CH:15]=[N:14][C:13]3[C:8]2=[N:9][C:10]([NH:24][CH:25]2[CH2:30][CH2:29][C:28](=[O:31])[CH2:27][CH2:26]2)=[N:11][C:12]=3[NH:16][CH2:17][C:18]2[CH:19]=[CH:20][CH:21]=[CH:22][CH:23]=2)[CH2:6][CH2:5][CH2:4][CH2:3]1. (3) Given the reactants [Cl:1][C:2]1[CH:7]=[C:6]([NH:8]C(=O)C)[CH:5]=[C:4]([F:12])[C:3]=1[C:13]1[CH:18]=[CH:17][C:16]([S:19]([CH3:22])(=[O:21])=[O:20])=[CH:15][CH:14]=1.Cl, predict the reaction product. The product is: [Cl:1][C:2]1[CH:7]=[C:6]([NH2:8])[CH:5]=[C:4]([F:12])[C:3]=1[C:13]1[CH:18]=[CH:17][C:16]([S:19]([CH3:22])(=[O:21])=[O:20])=[CH:15][CH:14]=1. (4) Given the reactants [Na].[CH2:2]([O:9][C:10]1[CH:15]=[C:14]([F:16])[CH:13]=[CH:12][C:11]=1[C:17](=[O:19])[CH3:18])[C:3]1[CH:8]=[CH:7][CH:6]=[CH:5][CH:4]=1.[CH2:20]([O:22][C:23](=[O:29])[C:24](OCC)=[O:25])[CH3:21], predict the reaction product. The product is: [CH2:2]([O:9][C:10]1[CH:15]=[C:14]([F:16])[CH:13]=[CH:12][C:11]=1[C:17](=[O:19])[CH2:18][C:24](=[O:25])[C:23]([O:22][CH2:20][CH3:21])=[O:29])[C:3]1[CH:4]=[CH:5][CH:6]=[CH:7][CH:8]=1.